This data is from Reaction yield outcomes from USPTO patents with 853,638 reactions. The task is: Predict the reaction yield, written as a fraction of the theoretical maximum amount of product (1.0 means a 100% yield; for example, 0.34 means a 34% yield). (1) The reactants are [Br:1][C:2]1[CH:6]=[C:5](Br)[S:4][C:3]=1[CH:8]1[O:12][CH2:11][CH2:10][O:9]1.C(=O)=O.CC(C)=O.C([Li])CCC.CCCCCC.[I:31]I.S([O-])([O-])(=O)=S.[Na+].[Na+]. The catalyst is C1COCC1. The product is [Br:1][C:2]1[CH:6]=[C:5]([I:31])[S:4][C:3]=1[CH:8]1[O:12][CH2:11][CH2:10][O:9]1. The yield is 0.680. (2) The reactants are [C:1]([C:4]1[CH:9]=[CH:8][C:7]([C:10]([F:13])([F:12])[F:11])=[CH:6][C:5]=1[N:14]([CH:23]1[CH2:28][CH2:27][O:26][CH2:25][CH2:24]1)[C:15](=[O:22])[CH2:16][C:17]([O:19][CH2:20][CH3:21])=[O:18])(=O)[CH3:2].[H-].[Na+]. The catalyst is C(O)C. The product is [CH3:2][C:1]1[C:4]2[C:5](=[CH:6][C:7]([C:10]([F:13])([F:11])[F:12])=[CH:8][CH:9]=2)[N:14]([CH:23]2[CH2:28][CH2:27][O:26][CH2:25][CH2:24]2)[C:15](=[O:22])[C:16]=1[C:17]([O:19][CH2:20][CH3:21])=[O:18]. The yield is 0.620. (3) The reactants are [NH2:1][C:2]1[CH:7]=[N:6][C:5]([O:8][CH3:9])=[CH:4][N:3]=1.N1C=CC=CC=1.Cl[C:17]([O:19][C:20]1[CH:25]=[CH:24][CH:23]=[CH:22][CH:21]=1)=[O:18].C(OCC)(=O)C. The catalyst is C1COCC1.O. The product is [CH3:9][O:8][C:5]1[N:6]=[CH:7][C:2]([NH:1][C:17](=[O:18])[O:19][C:20]2[CH:25]=[CH:24][CH:23]=[CH:22][CH:21]=2)=[N:3][CH:4]=1. The yield is 0.850. (4) The reactants are [CH3:1][O:2][CH2:3][C@@H:4]([O:6][C:7]1[CH:8]=[C:9]([C:24]2[NH:28][C:27]([C:29]3[O:30][C@@H:31]([CH3:35])[C@@H:32]([CH3:34])[N:33]=3)=[CH:26][CH:25]=2)[CH:10]=[C:11]([O:13][Si](C(C)C)(C(C)C)C(C)C)[CH:12]=1)[CH3:5].[F-].C([N+](CCCC)(CCCC)CCCC)CCC.[Cl-].[NH4+]. The catalyst is O1CCCC1. The product is [CH3:34][C@@H:32]1[C@H:31]([CH3:35])[O:30][C:29]([C:27]2[NH:28][C:24]([C:9]3[CH:10]=[C:11]([OH:13])[CH:12]=[C:7]([O:6][C@@H:4]([CH3:5])[CH2:3][O:2][CH3:1])[CH:8]=3)=[CH:25][CH:26]=2)=[N:33]1. The yield is 0.880. (5) The reactants are [F:1][C:2]1[CH:7]=[CH:6][C:5]([C@@H:8]2[CH2:10][C@H:9]2[N:11]([CH2:33][CH:34]=[CH2:35])[CH2:12][CH2:13][CH2:14][C@H:15]([NH:19][C:20]([C:22]2[CH:27]=[CH:26][C:25]([N:28]3[CH:32]=[CH:31][N:30]=[N:29]3)=[CH:24][CH:23]=2)=[O:21])[C:16]([OH:18])=O)=[CH:4][CH:3]=1.CCOP(ON1N=NC2C=CC=CC=2C1=O)(OCC)=O.N1C=CN=C1.[CH3:61][N:62]1[CH2:67][CH2:66][NH:65][CH2:64][CH2:63]1. The catalyst is C1COCC1. The product is [CH3:61][N:62]1[CH2:67][CH2:66][N:65]([C:16](=[O:18])[C@@H:15]([NH:19][C:20](=[O:21])[C:22]2[CH:23]=[CH:24][C:25]([N:28]3[CH:32]=[CH:31][N:30]=[N:29]3)=[CH:26][CH:27]=2)[CH2:14][CH2:13][CH2:12][N:11]([C@@H:9]2[CH2:10][C@H:8]2[C:5]2[CH:6]=[CH:7][C:2]([F:1])=[CH:3][CH:4]=2)[CH2:33][CH:34]=[CH2:35])[CH2:64][CH2:63]1. The yield is 0.640. (6) The reactants are [Cl:1][C:2]1[CH:7]=[CH:6][N:5]=[C:4]2[NH:8][C:9]([C:11]3[CH:16]=[CH:15][C:14]([CH2:17][N:18]4[CH2:23][CH2:22][O:21][CH2:20][CH2:19]4)=[CH:13][CH:12]=3)=[N:10][C:3]=12.[C:24]([CH2:26][C:27]1[CH:32]=[CH:31][C:30](B(O)O)=[CH:29][CH:28]=1)#[N:25].C(=O)([O-])[O-].[Na+].[Na+]. The catalyst is C1C=CC(P(C2C=CC=CC=2)[C-]2C=CC=C2)=CC=1.C1C=CC(P(C2C=CC=CC=2)[C-]2C=CC=C2)=CC=1.Cl[Pd]Cl.[Fe+2]. The product is [ClH:1].[N:18]1([CH2:17][C:14]2[CH:15]=[CH:16][C:11]([C:9]3[NH:8][C:4]4=[N:5][CH:6]=[CH:7][C:2]([C:30]5[CH:31]=[CH:32][C:27]([CH2:26][C:24]#[N:25])=[CH:28][CH:29]=5)=[C:3]4[N:10]=3)=[CH:12][CH:13]=2)[CH2:23][CH2:22][O:21][CH2:20][CH2:19]1. The yield is 0.0800. (7) The reactants are [N:1]1[N:2]=[C:3]([C:6]2[CH:11]=[CH:10][CH:9]=[CH:8][C:7]=2[C:12]([N:14]2[CH2:21][CH:20]3[CH:16]([CH2:17][NH:18][CH2:19]3)[CH2:15]2)=[O:13])[NH:4][CH:5]=1.Cl[C:23]1[N:28]=[C:27]([CH3:29])[C:26]([CH3:30])=[C:25]([CH3:31])[N:24]=1.CCN(C(C)C)C(C)C. The catalyst is C(#N)C. The product is [N:1]1[N:2]=[C:3]([C:6]2[CH:11]=[CH:10][CH:9]=[CH:8][C:7]=2[C:12]([N:14]2[CH2:15][CH:16]3[CH:20]([CH2:19][N:18]([C:23]4[N:28]=[C:27]([CH3:29])[C:26]([CH3:30])=[C:25]([CH3:31])[N:24]=4)[CH2:17]3)[CH2:21]2)=[O:13])[NH:4][CH:5]=1. The yield is 0.290. (8) The reactants are [CH:1]1([CH2:4][N:5]2[C:10](=[O:11])[C:9]([CH2:12][CH2:13][CH2:14][N:15]3CCN(C(OC(C)(C)C)=O)CC3)=[CH:8][C:7]([C:28]3[CH:33]=[CH:32][C:31]([O:34][CH3:35])=[C:30]([F:36])[CH:29]=3)=[N:6]2)[CH2:3][CH2:2]1.C1(CN2C(=O)C(CCCOS(C)(=O)=O)=CC(C3C=CC(OC)=C(F)C=3)=N2)CC1. No catalyst specified. The product is [NH2:15][CH2:14][CH2:13][CH2:12][C:9]1[C:10](=[O:11])[N:5]([CH2:4][CH:1]2[CH2:3][CH2:2]2)[N:6]=[C:7]([C:28]2[CH:33]=[CH:32][C:31]([O:34][CH3:35])=[C:30]([F:36])[CH:29]=2)[CH:8]=1. The yield is 0.678. (9) The reactants are C([O:8][C:9]1[CH:36]=[CH:35][C:12]([O:13][CH2:14][CH2:15][CH2:16][C:17]2[CH:34]=[CH:33][C:20]([O:21][CH2:22][C:23]3[CH:32]=[CH:31][CH:30]=[CH:29][C:24]=3[C:25]([O:27][CH3:28])=[O:26])=[CH:19][CH:18]=2)=[CH:11][CH:10]=1)C1C=CC=CC=1.CSC.B(F)(F)F.CCOCC.CCOC(C)=O. The catalyst is ClCCl. The product is [OH:8][C:9]1[CH:10]=[CH:11][C:12]([O:13][CH2:14][CH2:15][CH2:16][C:17]2[CH:34]=[CH:33][C:20]([O:21][CH2:22][C:23]3[CH:32]=[CH:31][CH:30]=[CH:29][C:24]=3[C:25]([O:27][CH3:28])=[O:26])=[CH:19][CH:18]=2)=[CH:35][CH:36]=1. The yield is 0.576.